From a dataset of NCI-60 drug combinations with 297,098 pairs across 59 cell lines. Regression. Given two drug SMILES strings and cell line genomic features, predict the synergy score measuring deviation from expected non-interaction effect. (1) Drug 1: CC1CCCC2(C(O2)CC(NC(=O)CC(C(C(=O)C(C1O)C)(C)C)O)C(=CC3=CSC(=N3)C)C)C. Drug 2: COCCOC1=C(C=C2C(=C1)C(=NC=N2)NC3=CC=CC(=C3)C#C)OCCOC.Cl. Cell line: MOLT-4. Synergy scores: CSS=98.2, Synergy_ZIP=36.8, Synergy_Bliss=46.5, Synergy_Loewe=-12.0, Synergy_HSA=30.6. (2) Drug 1: C1=CC=C(C(=C1)C(C2=CC=C(C=C2)Cl)C(Cl)Cl)Cl. Drug 2: C1CC(=O)NC(=O)C1N2C(=O)C3=CC=CC=C3C2=O. Cell line: IGROV1. Synergy scores: CSS=0.234, Synergy_ZIP=0.703, Synergy_Bliss=1.56, Synergy_Loewe=0.392, Synergy_HSA=0.100.